From a dataset of NCI-60 drug combinations with 297,098 pairs across 59 cell lines. Regression. Given two drug SMILES strings and cell line genomic features, predict the synergy score measuring deviation from expected non-interaction effect. (1) Drug 1: CC12CCC3C(C1CCC2=O)CC(=C)C4=CC(=O)C=CC34C. Drug 2: CC(CN1CC(=O)NC(=O)C1)N2CC(=O)NC(=O)C2. Cell line: NCI-H460. Synergy scores: CSS=52.0, Synergy_ZIP=2.31, Synergy_Bliss=3.01, Synergy_Loewe=2.39, Synergy_HSA=5.48. (2) Drug 2: CC(C)NC(=O)C1=CC=C(C=C1)CNNC.Cl. Synergy scores: CSS=0.946, Synergy_ZIP=-1.31, Synergy_Bliss=-0.677, Synergy_Loewe=-0.117, Synergy_HSA=-0.153. Drug 1: CC12CCC3C(C1CCC2O)C(CC4=C3C=CC(=C4)O)CCCCCCCCCS(=O)CCCC(C(F)(F)F)(F)F. Cell line: MDA-MB-231.